This data is from Full USPTO retrosynthesis dataset with 1.9M reactions from patents (1976-2016). The task is: Predict the reactants needed to synthesize the given product. (1) Given the product [CH2:17]([N:6]1[CH2:5][CH:4]([CH3:24])[C:3](=[O:2])[NH:13][C:12]2[CH:11]=[N:10][C:9]([Cl:16])=[N:8][C:7]1=2)[C:18]1[CH:23]=[CH:22][CH:21]=[CH:20][CH:19]=1, predict the reactants needed to synthesize it. The reactants are: C[O:2][C:3](=O)[CH:4]([CH3:24])[CH2:5][N:6]([CH2:17][C:18]1[CH:23]=[CH:22][CH:21]=[CH:20][CH:19]=1)[C:7]1[C:12]([N+:13]([O-])=O)=[CH:11][N:10]=[C:9]([Cl:16])[N:8]=1. (2) Given the product [Cl:30][C:31]1[S:35][C:34]([C:36]([NH:2][CH2:3][C@@H:4]2[O:8][C:7](=[O:9])[N:6]([C:10]3[CH:15]=[CH:14][C:13]([N:16]4[CH2:21][CH2:20][O:19][CH2:18][C:17]4=[O:22])=[CH:12][CH:11]=3)[CH2:5]2)=[O:37])=[CH:33][CH:32]=1, predict the reactants needed to synthesize it. The reactants are: Cl.[NH2:2][CH2:3][C@@H:4]1[O:8][C:7](=[O:9])[N:6]([C:10]2[CH:15]=[CH:14][C:13]([N:16]3[CH2:21][CH2:20][O:19][CH2:18][C:17]3=[O:22])=[CH:12][CH:11]=2)[CH2:5]1.C(N(CC)CC)C.[Cl:30][C:31]1[S:35][C:34]([C:36](Cl)=[O:37])=[CH:33][CH:32]=1. (3) Given the product [NH2:29][C:21]1[CH:20]=[C:19]([CH:24]=[C:23]([C:25]([F:28])([F:27])[F:26])[CH:22]=1)[C:18](/[N:17]=[C:7]1/[N:8]([CH2:11][C@H:12]2[CH2:16][CH2:15][CH2:14][O:13]2)[N:9]([CH3:10])[C:5]([C:1]([CH3:4])([CH3:3])[CH3:2])=[CH:6]/1)=[O:32], predict the reactants needed to synthesize it. The reactants are: [C:1]([C:5]1[N:9]([CH3:10])[N:8]([CH2:11][C@H:12]2[CH2:16][CH2:15][CH2:14][O:13]2)/[C:7](=[N:17]/[C:18](=[O:32])[C:19]2[CH:24]=[C:23]([C:25]([F:28])([F:27])[F:26])[CH:22]=[C:21]([N+:29]([O-])=O)[CH:20]=2)/[CH:6]=1)([CH3:4])([CH3:3])[CH3:2].